This data is from Forward reaction prediction with 1.9M reactions from USPTO patents (1976-2016). The task is: Predict the product of the given reaction. (1) Given the reactants [OH:1][C:2]1[CH:11]=[CH:10][C:9]2[C:8]([CH3:13])([CH3:12])[CH2:7][CH2:6][C:5]([CH3:15])([CH3:14])[C:4]=2[CH:3]=1.[C:16](Cl)(=[O:21])[C:17]([CH3:20])([CH3:19])[CH3:18], predict the reaction product. The product is: [C:17]([C:16]([C:11]1[C:2]([OH:1])=[CH:3][C:4]2[C:5]([CH3:15])([CH3:14])[CH2:6][CH2:7][C:8]([CH3:13])([CH3:12])[C:9]=2[CH:10]=1)=[O:21])([CH3:20])([CH3:19])[CH3:18]. (2) Given the reactants [C:1]([O:5][C:6]([N:8]1[CH2:13][CH2:12][N:11]([C:14]2[CH:19]=[CH:18][C:17]([C:20]([F:23])([F:22])[F:21])=[CH:16][C:15]=2[NH:24][S:25]([C:28]2[CH:33]=[CH:32][C:31](I)=[CH:30][CH:29]=2)(=[O:27])=[O:26])[CH2:10][CH2:9]1)=[O:7])([CH3:4])([CH3:3])[CH3:2].P([O-])([O-])([O-])=O.[K+].[K+].[K+], predict the reaction product. The product is: [C:1]([O:5][C:6]([N:8]1[CH2:13][CH2:12][N:11]([C:14]2[CH:19]=[CH:18][C:17]([C:20]([F:23])([F:22])[F:21])=[CH:16][C:15]=2[NH:24][S:25]([C:28]2[CH:33]=[CH:32][C:31]([C:14]3[CH:19]=[CH:18][C:17]([C:20]([F:23])([F:22])[F:21])=[CH:16][CH:15]=3)=[CH:30][CH:29]=2)(=[O:27])=[O:26])[CH2:10][CH2:9]1)=[O:7])([CH3:4])([CH3:3])[CH3:2].